Dataset: Full USPTO retrosynthesis dataset with 1.9M reactions from patents (1976-2016). Task: Predict the reactants needed to synthesize the given product. (1) The reactants are: Br[C:2]1([C:31]2[CH:36]=[CH:35][C:34]([OH:37])=[CH:33][CH:32]=2)[C:6]([C:7]2[CH:12]=[CH:11][CH:10]=[CH:9][CH:8]=2)=[C:5]([C:13]2[CH:18]=[CH:17][CH:16]=[CH:15][CH:14]=2)[C:4]([C:19]2[CH:24]=[CH:23][CH:22]=[CH:21][CH:20]=2)=[C:3]1[C:25]1[CH:30]=[CH:29][CH:28]=[CH:27][CH:26]=1.[Li+].[AlH4-].Cl. Given the product [C:7]1([C:6]2[CH:2]([C:31]3[CH:36]=[CH:35][C:34]([OH:37])=[CH:33][CH:32]=3)[C:3]([C:25]3[CH:30]=[CH:29][CH:28]=[CH:27][CH:26]=3)=[C:4]([C:19]3[CH:24]=[CH:23][CH:22]=[CH:21][CH:20]=3)[C:5]=2[C:13]2[CH:18]=[CH:17][CH:16]=[CH:15][CH:14]=2)[CH:8]=[CH:9][CH:10]=[CH:11][CH:12]=1, predict the reactants needed to synthesize it. (2) Given the product [CH2:10]([O:17][C:18]([NH:20][C:21]1[C:22](=[O:28])[N:23]([CH2:2][C:3]([O:5][C:6]([CH3:9])([CH3:8])[CH3:7])=[O:4])[C:24]([CH3:27])=[CH:25][CH:26]=1)=[O:19])[C:11]1[CH:12]=[CH:13][CH:14]=[CH:15][CH:16]=1, predict the reactants needed to synthesize it. The reactants are: Br[CH2:2][C:3]([O:5][C:6]([CH3:9])([CH3:8])[CH3:7])=[O:4].[CH2:10]([O:17][C:18]([NH:20][C:21]1[C:22](=[O:28])[NH:23][C:24]([CH3:27])=[CH:25][CH:26]=1)=[O:19])[C:11]1[CH:16]=[CH:15][CH:14]=[CH:13][CH:12]=1.C([O-])([O-])=O.[Cs+].[Cs+]. (3) The reactants are: O.[NH2:2][C:3]1[NH:4][C:5](=[O:22])[C:6]2[S:11][C:10](=[O:12])[N:9]([C@@H:13]3[O:19][C@H:18]([CH2:20][OH:21])[C@@H:16]([OH:17])[C@H:14]3[OH:15])[C:7]=2[N:8]=1.S1C2C(=O)N=CNC=2NC1=O. Given the product [CH2:20]([OH:21])[C@H:18]1[O:19][C@@H:13]([N:9]2[C:10](=[O:12])[S:11][C:6]3[C:5]([N:4]=[C:3]([NH2:2])[NH:8][C:7]2=3)=[O:22])[C@H:14]([OH:15])[C@@H:16]1[OH:17], predict the reactants needed to synthesize it.